This data is from Forward reaction prediction with 1.9M reactions from USPTO patents (1976-2016). The task is: Predict the product of the given reaction. (1) Given the reactants C[O:2][CH2:3][CH2:4]OC.C([Zn]CC)C.ICI.[Br:15][C:16]1[CH:21]=[CH:20][C:19](/[CH:22]=[CH:23]/CO)=[CH:18][CH:17]=1, predict the reaction product. The product is: [Br:15][C:16]1[CH:21]=[CH:20][C:19]([C@H:22]2[CH2:23][C@@H:4]2[CH2:3][OH:2])=[CH:18][CH:17]=1. (2) Given the reactants Cl[C:2]1[N:7]=[C:6](Cl)[CH:5]=[CH:4][N:3]=1.[Cl:9][C:10]1[CH:17]=[CH:16][C:13]([CH2:14][NH2:15])=[CH:12][CH:11]=1.[CH2:18]([NH:25][CH2:26][CH2:27][OH:28])[C:19]1[CH:24]=[CH:23][CH:22]=[CH:21][CH:20]=1, predict the reaction product. The product is: [CH2:18]([N:25]([C:2]1[N:7]=[C:6]([NH:15][CH2:14][C:13]2[CH:16]=[CH:17][C:10]([Cl:9])=[CH:11][CH:12]=2)[CH:5]=[CH:4][N:3]=1)[CH2:26][CH2:27][OH:28])[C:19]1[CH:24]=[CH:23][CH:22]=[CH:21][CH:20]=1. (3) The product is: [CH:17]1([NH:16][C:14](=[O:15])[C:13]2[CH:20]=[CH:21][C:22]([CH3:23])=[C:11]([N:6]3[CH:5]=[N:4][C:3]4[C:7]3=[N:8][CH:9]=[N:10][C:2]=4[NH:24][C:25]3[CH:30]=[CH:29][CH:28]=[CH:27][CH:26]=3)[CH:12]=2)[CH2:19][CH2:18]1. Given the reactants Cl[C:2]1[N:10]=[CH:9][N:8]=[C:7]2[C:3]=1[N:4]=[CH:5][N:6]2[C:11]1[CH:12]=[C:13]([CH:20]=[CH:21][C:22]=1[CH3:23])[C:14]([NH:16][CH:17]1[CH2:19][CH2:18]1)=[O:15].[NH2:24][C:25]1[CH:30]=[CH:29][CH:28]=[CH:27][CH:26]=1, predict the reaction product.